Dataset: Reaction yield outcomes from USPTO patents with 853,638 reactions. Task: Predict the reaction yield, written as a fraction of the theoretical maximum amount of product (1.0 means a 100% yield; for example, 0.34 means a 34% yield). The reactants are [CH3:1][C:2]1[N:7]=[C:6]([NH2:8])[CH:5]=[CH:4][CH:3]=1.[Br:9][CH:10]([CH2:18][CH3:19])[C:11](=O)[CH2:12][C:13](OC)=[O:14].[OH-].[Na+]. No catalyst specified. The product is [Br:9][CH:10]([C:11]1[N:8]=[C:6]2[CH:5]=[CH:4][CH:3]=[C:2]([CH3:1])[N:7]2[C:13](=[O:14])[CH:12]=1)[CH2:18][CH3:19]. The yield is 0.648.